Dataset: Experimentally validated miRNA-target interactions with 360,000+ pairs, plus equal number of negative samples. Task: Binary Classification. Given a miRNA mature sequence and a target amino acid sequence, predict their likelihood of interaction. (1) The miRNA is hsa-miR-4746-5p with sequence CCGGUCCCAGGAGAACCUGCAGA. The protein sequence of the target gene is MFLRSDLAVTHWVSRSMRKLFLVLSLLLSQAAHLEGRKDNQFLWKTGPWGRCAGDCGPGGAQSRAVWCFHIEGWTSPMSNCDESSQPPKERSCFRVCDWHSDLFQWEVSDWHRCLLVPGAQGEPRPRAVECVTAQHGLQHRTVRCLQKLNRTMVSNEICEHFAPQPPTEQACLIPCPRDCVVSEFSPWSTCPEGCGKKLQHRTRVAIAPPLYGGLQCPNLTESRACEAPVSCPLGKEEYSFSLKVGPWSKCRLPHLKEVDLSGRNIQDFSSDSNEQVTLTHQSYKAHHHSQPGDVVIGFQ.... Result: 0 (no interaction). (2) The miRNA is hsa-let-7a-3p with sequence CUAUACAAUCUACUGUCUUUC. The protein sequence of the target gene is MTDPFCVGGRRLPGSSKSGPGKDGSRKEVRLPMLHDPPKMGMPVVRGGQTVPGQAPLCFDPGSPASDKTEGKKKGRPKAENQALRDIPLSLMNDWKDEFKAHSRVKCPNSGCWLEFPSIYGLKYHYQRCQGGAISDRLAFPCPFCEAAFTSKTQLEKHRIWNHMDRPLPASKPGPISRPVTISRPVGVSKPIGVSKPVTIGKPVGVSKPIGISKPVSVGRPMPVTKAIPVTRPVPVTKPVTVSRPMPVTKAMPVTKPITVTKSVPVTKPVPVTKPITVTKLVTVTKPVPVTKPVTVSRPI.... Result: 0 (no interaction). (3) The miRNA is hsa-miR-7706 with sequence UGAAGCGCCUGUGCUCUGCCGAGA. The protein sequence of the target gene is MSGHPGSWEMNSVAFEDVAVNFTQEEWALLDPSQKNLYRDVMQETFRNLASIGNKGEDQSIEDQYKNSSRNLRHIISHSGNNPYGCEECGKKPCTCKQCQKTSLSVTRVHRDTVMHTGNGHYGCTICEKVFNIPSSFQIHQRNHTGEKPYECMECGKALGFSRSLNRHKRIHTGEKRYECKQCGKAFSRSSHLRDHERTHTGEKPYECKHCGKAFRYSNCLHYHERTHTGEKPYVCMECGKAFSCLSSLQGHIKAHAGEEPYPCKQCGKAFRYASSLQKHEKTHIAQKPYVCNNCGKGFR.... Result: 1 (interaction). (4) The miRNA is hsa-miR-6763-3p with sequence CUCCCCGGCCUCUGCCCCCAG. The protein sequence of the target gene is MPYLLISTQIRMEVGPTMVGDEQSDPELMQHLGASKRRALGNNFYEYYVDDPPRIVLDKLERRGFRVLSMTGVGQTLVWCLHKE. Result: 0 (no interaction). (5) The miRNA is hsa-miR-10a-3p with sequence CAAAUUCGUAUCUAGGGGAAUA. The protein sequence of the target gene is MGSCCSCPDKDTVPDNHRNKFKVINVDDDGNELGSGIMELTDTELILYTRKRDSVKWHYLCLRRYGYDSNLFSFESGRRCQTGQGIFAFKCARAEELFNMLQEIMQNNSINVVEEPVVERNNHQTELEVPRTPRTPTTPGFAAQNLPNGYPRYPSFGDASSHPSSRHPSVGSARLPSVGEESTHPLLVAEEQVHTYVNTTGVQEERKNRTSVHVPLEARVSNAESSTPKEEPSSIEDRDPQILLEPEGVKFVLGPTPVQKQLMEKEKLEQLGRDQVSGSGANNTEWDTGYDSDERRDAPS.... Result: 1 (interaction). (6) The miRNA is mmu-miR-466g with sequence AUACAGACACAUGCACACACA. The protein sequence of the target gene is MSARATRPRSRRGRHAPPGELDPVAESSEEVEAASGSSKPSFAPPPVSSGLEQLGPMEEVSGQGLGSRTDKKMDGGSGRELASAPEVPHKPAVEAHQAPEAALQYKETVPPGNGAPDVFQTLQHTLSSLEAAAAAWRHQPPSHSGPMEFEGTSEGGAGSLGKQEGAGSCQREAARLAERNAWLRLALSSREDELVRTQASLEAIRAEKETLQKEVQELQDSLLRLEPCPHLSHNQAGGSGSGSSSSEADREPWETQDSFSLAHPLLRRLRSHSSTQILGSLPNQPLSPEMHIMEAQMEQL.... Result: 0 (no interaction). (7) The miRNA is hsa-miR-708-5p with sequence AAGGAGCUUACAAUCUAGCUGGG. The protein sequence of the target gene is MAAGSGGSGGSGGGPGPGPGGGGGPSGSGSGPGSNGGLGSGGELHPRTGRLVSLSACGRTARRQQPGQEFNHGLVLSREPLRDGRVFTVRIDRKVNSWSGSIEIGVTALDPSVLDFPSSATGLKGGSWVVSGCSVLRDGRSVLEEYGQDLDQLGEGDRVGVERTVAGELRLWVNGRDCGVAATGLPPRVWAVVDLYGKCTQITVLPPEPGFSPPTPIPTPPLEPLAPTEDSALAEQGTSADEAFMVSPAQARPETFPNSLESHNDFANMELSEVVSNTILSAYNGGLLNVNLSSPPAGEG.... Result: 0 (no interaction).